This data is from NCI-60 drug combinations with 297,098 pairs across 59 cell lines. The task is: Regression. Given two drug SMILES strings and cell line genomic features, predict the synergy score measuring deviation from expected non-interaction effect. (1) Drug 1: CC12CCC(CC1=CCC3C2CCC4(C3CC=C4C5=CN=CC=C5)C)O. Drug 2: CC1CCC2CC(C(=CC=CC=CC(CC(C(=O)C(C(C(=CC(C(=O)CC(OC(=O)C3CCCCN3C(=O)C(=O)C1(O2)O)C(C)CC4CCC(C(C4)OC)O)C)C)O)OC)C)C)C)OC. Cell line: MOLT-4. Synergy scores: CSS=43.3, Synergy_ZIP=8.67, Synergy_Bliss=9.12, Synergy_Loewe=-7.16, Synergy_HSA=10.4. (2) Drug 1: CN(C)N=NC1=C(NC=N1)C(=O)N. Drug 2: CC1C(C(=O)NC(C(=O)N2CCCC2C(=O)N(CC(=O)N(C(C(=O)O1)C(C)C)C)C)C(C)C)NC(=O)C3=C4C(=C(C=C3)C)OC5=C(C(=O)C(=C(C5=N4)C(=O)NC6C(OC(=O)C(N(C(=O)CN(C(=O)C7CCCN7C(=O)C(NC6=O)C(C)C)C)C)C(C)C)C)N)C. Cell line: OVCAR-8. Synergy scores: CSS=5.30, Synergy_ZIP=4.50, Synergy_Bliss=7.96, Synergy_Loewe=5.17, Synergy_HSA=5.40.